Dataset: Full USPTO retrosynthesis dataset with 1.9M reactions from patents (1976-2016). Task: Predict the reactants needed to synthesize the given product. (1) The reactants are: [Cl:1][C:2]1[N:3]=[C:4]2[NH:9][CH2:8][C:7]3([CH2:11][CH2:10]3)[CH2:6][N:5]2[C:12](=[O:14])[CH:13]=1.[C:15](=O)([O-])[O-].[Cs+].[Cs+].O.[C:22]([O:25][CH2:26][CH3:27])(=O)[CH3:23]. Given the product [Cl:1][C:2]1[N:3]=[C:4]2[N:9]([CH2:27][CH2:26][O:25][CH:22]([CH3:23])[CH3:15])[CH2:8][C:7]3([CH2:10][CH2:11]3)[CH2:6][N:5]2[C:12](=[O:14])[CH:13]=1, predict the reactants needed to synthesize it. (2) Given the product [Br:1][C:2]1[CH:7]=[CH:6][C:5]([NH:8][C:9]2[C:10]([NH2:16])=[CH:11][C:12]([CH3:15])=[CH:13][CH:14]=2)=[CH:4][CH:3]=1, predict the reactants needed to synthesize it. The reactants are: [Br:1][C:2]1[CH:7]=[CH:6][C:5]([NH:8][C:9]2[CH:14]=[CH:13][C:12]([CH3:15])=[CH:11][C:10]=2[N+:16]([O-])=O)=[CH:4][CH:3]=1.O.O.[Sn](Cl)Cl.